From a dataset of CYP2C9 inhibition data for predicting drug metabolism from PubChem BioAssay. Regression/Classification. Given a drug SMILES string, predict its absorption, distribution, metabolism, or excretion properties. Task type varies by dataset: regression for continuous measurements (e.g., permeability, clearance, half-life) or binary classification for categorical outcomes (e.g., BBB penetration, CYP inhibition). Dataset: cyp2c9_veith. The compound is COc1ccccc1NC(=O)c1nc[nH]c1C(=O)Nc1ccccc1OC. The result is 0 (non-inhibitor).